The task is: Predict which catalyst facilitates the given reaction.. This data is from Catalyst prediction with 721,799 reactions and 888 catalyst types from USPTO. (1) Reactant: [CH3:1][O:2][C:3](=[O:20])[CH2:4][CH:5]([NH:9][C:10](=[O:19])[CH2:11][CH2:12][C:13]1[CH:18]=[CH:17][CH:16]=[CH:15][CH:14]=1)[C:6](=O)[CH3:7].C(OC(=O)C)(=O)C.OS(O)(=O)=O. Product: [CH3:1][O:2][C:3](=[O:20])[CH2:4][C:5]1[N:9]=[C:10]([CH2:11][CH2:12][C:13]2[CH:18]=[CH:17][CH:16]=[CH:15][CH:14]=2)[O:19][C:6]=1[CH3:7]. The catalyst class is: 6. (2) Reactant: [CH3:1][Si:2]([CH3:18])([CH3:17])[CH2:3][CH2:4][O:5][CH2:6][N:7]1[C:11]2[N:12]=[CH:13][CH:14]=[C:15]([NH2:16])[C:10]=2[CH:9]=[CH:8]1.[F:19][C:20]1[CH:25]=[C:24]([N+:26]([O-:28])=[O:27])[CH:23]=[CH:22][C:21]=1I.CC(C)([O-])C.[Na+].C1(P(C2CCCCC2)C2C=CC=CC=2C2C(C(C)C)=CC(C(C)C)=CC=2C(C)C)CCCCC1. Product: [F:19][C:20]1[CH:25]=[C:24]([N+:26]([O-:28])=[O:27])[CH:23]=[CH:22][C:21]=1[NH:16][C:15]1[C:10]2[CH:9]=[CH:8][N:7]([CH2:6][O:5][CH2:4][CH2:3][Si:2]([CH3:18])([CH3:17])[CH3:1])[C:11]=2[N:12]=[CH:13][CH:14]=1. The catalyst class is: 101.